Predict the reaction yield, written as a fraction of the theoretical maximum amount of product (1.0 means a 100% yield; for example, 0.34 means a 34% yield). From a dataset of Reaction yield outcomes from USPTO patents with 853,638 reactions. (1) The reactants are [C:1]([C:3]1([C:6]2[CH:7]=[C:8]([CH2:44][CH2:45][CH2:46][NH:47]C(=O)OC(C)(C)C)[CH:9]=[C:10]([C:12]3[CH:17]=[CH:16][N:15]=[C:14]4[N:18](C(C5C=CC=CC=5)(C5C=CC=CC=5)C5C=CC=CC=5)[N:19]=[C:20]([C:21]([F:24])([F:23])[F:22])[C:13]=34)[CH:11]=2)[CH2:5][CH2:4]1)#[N:2].C([SiH](CC)CC)C.C(O)(C(F)(F)F)=O. The catalyst is C(Cl)Cl. The product is [NH2:47][CH2:46][CH2:45][CH2:44][C:8]1[CH:7]=[C:6]([C:3]2([C:1]#[N:2])[CH2:5][CH2:4]2)[CH:11]=[C:10]([C:12]2[CH:17]=[CH:16][N:15]=[C:14]3[NH:18][N:19]=[C:20]([C:21]([F:23])([F:24])[F:22])[C:13]=23)[CH:9]=1. The yield is 0.570. (2) The reactants are Cl[C:2]1[CH:3]=[CH:4][C:5](=[O:8])[NH:6][N:7]=1.[NH:9]1[CH2:14][CH2:13][CH:12]([OH:15])[CH2:11][CH2:10]1. The catalyst is CCN(C(C)C)C(C)C. The product is [OH:15][CH:12]1[CH2:13][CH2:14][N:9]([C:2]2[CH:3]=[CH:4][C:5](=[O:8])[NH:6][N:7]=2)[CH2:10][CH2:11]1. The yield is 1.00.